Task: Regression/Classification. Given a drug SMILES string, predict its absorption, distribution, metabolism, or excretion properties. Task type varies by dataset: regression for continuous measurements (e.g., permeability, clearance, half-life) or binary classification for categorical outcomes (e.g., BBB penetration, CYP inhibition). Dataset: rlm.. Dataset: Rat liver microsome stability data (1) The drug is OCCn1cc(-c2cnc3nnn(Cc4ccc5ncccc5c4)c3n2)cn1. The result is 0 (unstable in rat liver microsomes). (2) The drug is Cc1nc(Nc2[nH]nc3c2CN(C(=O)N[C@H](CN(C)C)c2ccccc2)C3(C)C)c2sccc2n1. The result is 1 (stable in rat liver microsomes). (3) The drug is O=C(Nc1ccc(O)c2ncccc12)c1ccc(OC(F)F)c(OCC2CC2)c1. The result is 0 (unstable in rat liver microsomes). (4) The molecule is CNc1nc2c(s1)C(c1ccccc1F)CC(=O)N2. The result is 1 (stable in rat liver microsomes). (5) The drug is CN(C(=O)CN1CCNCC1)C1CCCC1. The result is 0 (unstable in rat liver microsomes). (6) The drug is Cn1c(=O)cc(Nc2ccc(I)cc2F)c2c(=O)n(CCO)cnc21. The result is 1 (stable in rat liver microsomes). (7) The compound is CC(C)CC1NC(=O)C2(CCN(Cc3ccc(Oc4ccccc4)cc3)CC2)N(CC(C)C)C1=O. The result is 1 (stable in rat liver microsomes). (8) The molecule is COc1ccc(N2CCN(C(=O)Oc3cccc(N4CCS(=O)(=O)CC4)c3)[C@H](C)C2)cc1. The result is 1 (stable in rat liver microsomes). (9) The compound is C=C(C)[C@@H]1CC[C@]2(CNCCCNCCO)CC[C@]3(C)[C@H](CC[C@@H]4[C@@]5(C)CC=C(c6ccc(C(=O)O)cc6)C(C)(C)[C@@H]5CC[C@]43C)[C@@H]12. The result is 0 (unstable in rat liver microsomes).